The task is: Predict the reaction yield, written as a fraction of the theoretical maximum amount of product (1.0 means a 100% yield; for example, 0.34 means a 34% yield).. This data is from Reaction yield outcomes from USPTO patents with 853,638 reactions. (1) The reactants are [CH3:1][C:2]1[C:6]([C:7]([OH:9])=O)=[CH:5][NH:4][N:3]=1.[CH2:10]([NH2:12])[CH3:11]. No catalyst specified. The product is [CH2:10]([NH:12][C:7]([C:6]1[C:2]([CH3:1])=[N:3][NH:4][CH:5]=1)=[O:9])[CH3:11]. The yield is 1.00. (2) The reactants are [CH3:1][S:2]([CH2:5][CH2:6][OH:7])(=[O:4])=[O:3].C(N(CC)CC)C.[S:15](Cl)([CH3:18])(=[O:17])=[O:16]. The catalyst is C(Cl)Cl. The product is [CH3:18][S:15]([O:7][CH2:6][CH2:5][S:2]([CH3:1])(=[O:4])=[O:3])(=[O:17])=[O:16]. The yield is 0.610. (3) The reactants are [Cl:1][C:2]1[CH:7]=[CH:6][C:5]([C:8]2[S:16][C:15]3[C:14](=[O:17])[N:13]([C:18]4[CH:23]=[CH:22][C:21]([N:24]5[CH2:28][CH2:27][C@@H:26]([OH:29])[CH2:25]5)=[C:20]([O:30][CH3:31])[CH:19]=4)[CH:12]=[N:11][C:10]=3[CH:9]=2)=[CH:4][CH:3]=1.[C:32](Cl)(=[O:39])[C:33]1[CH:38]=[CH:37][CH:36]=[CH:35][CH:34]=1. The catalyst is N1C=CC=CC=1.O. The product is [C:32]([O:29][C@@H:26]1[CH2:27][CH2:28][N:24]([C:21]2[CH:22]=[CH:23][C:18]([N:13]3[C:14](=[O:17])[C:15]4[S:16][C:8]([C:5]5[CH:6]=[CH:7][C:2]([Cl:1])=[CH:3][CH:4]=5)=[CH:9][C:10]=4[N:11]=[CH:12]3)=[CH:19][C:20]=2[O:30][CH3:31])[CH2:25]1)(=[O:39])[C:33]1[CH:38]=[CH:37][CH:36]=[CH:35][CH:34]=1. The yield is 0.980.